This data is from NCI-60 drug combinations with 297,098 pairs across 59 cell lines. The task is: Regression. Given two drug SMILES strings and cell line genomic features, predict the synergy score measuring deviation from expected non-interaction effect. (1) Drug 1: CCC1=CC2CC(C3=C(CN(C2)C1)C4=CC=CC=C4N3)(C5=C(C=C6C(=C5)C78CCN9C7C(C=CC9)(C(C(C8N6C)(C(=O)OC)O)OC(=O)C)CC)OC)C(=O)OC.C(C(C(=O)O)O)(C(=O)O)O. Drug 2: CC12CCC3C(C1CCC2O)C(CC4=C3C=CC(=C4)O)CCCCCCCCCS(=O)CCCC(C(F)(F)F)(F)F. Cell line: A549. Synergy scores: CSS=20.1, Synergy_ZIP=-2.01, Synergy_Bliss=-1.77, Synergy_Loewe=-14.4, Synergy_HSA=-0.571. (2) Drug 1: CN(CCCl)CCCl.Cl. Drug 2: C1CNP(=O)(OC1)N(CCCl)CCCl. Cell line: MALME-3M. Synergy scores: CSS=4.73, Synergy_ZIP=-2.50, Synergy_Bliss=-0.502, Synergy_Loewe=-14.1, Synergy_HSA=-1.58. (3) Drug 1: CC12CCC(CC1=CCC3C2CCC4(C3CC=C4C5=CN=CC=C5)C)O. Drug 2: CN(CC1=CN=C2C(=N1)C(=NC(=N2)N)N)C3=CC=C(C=C3)C(=O)NC(CCC(=O)O)C(=O)O. Cell line: RPMI-8226. Synergy scores: CSS=27.7, Synergy_ZIP=-9.61, Synergy_Bliss=-11.6, Synergy_Loewe=-40.2, Synergy_HSA=-15.4. (4) Drug 1: C1CCC(C1)C(CC#N)N2C=C(C=N2)C3=C4C=CNC4=NC=N3. Drug 2: CC(C)NC(=O)C1=CC=C(C=C1)CNNC.Cl. Cell line: COLO 205. Synergy scores: CSS=-2.53, Synergy_ZIP=6.17, Synergy_Bliss=5.55, Synergy_Loewe=-4.72, Synergy_HSA=-3.77. (5) Drug 1: CC1CCC2CC(C(=CC=CC=CC(CC(C(=O)C(C(C(=CC(C(=O)CC(OC(=O)C3CCCCN3C(=O)C(=O)C1(O2)O)C(C)CC4CCC(C(C4)OC)OCCO)C)C)O)OC)C)C)C)OC. Drug 2: CC(C)(C#N)C1=CC(=CC(=C1)CN2C=NC=N2)C(C)(C)C#N. Cell line: OVCAR-8. Synergy scores: CSS=0.262, Synergy_ZIP=-2.79, Synergy_Bliss=-0.399, Synergy_Loewe=-6.84, Synergy_HSA=-3.79.